This data is from Forward reaction prediction with 1.9M reactions from USPTO patents (1976-2016). The task is: Predict the product of the given reaction. (1) Given the reactants [OH:1][CH2:2][C:3]1([C:8]([OH:10])=[O:9])[CH2:7][CH2:6][CH2:5][O:4]1, predict the reaction product. The product is: [CH:2]([C:3]1([C:8]([OH:10])=[O:9])[CH2:7][CH2:6][CH2:5][O:4]1)=[O:1]. (2) Given the reactants [CH3:1][C:2]1([C:7]2[N:12]=[C:11]([CH2:13][N:14]3[CH:18]=[CH:17][C:16]([NH2:19])=[N:15]3)[CH:10]=[CH:9][CH:8]=2)[O:6]CCO1.[F:20][C:21]([F:34])([F:33])[C:22]1[CH:27]=[CH:26][C:25](/[CH:28]=[CH:29]/[C:30](O)=[O:31])=[CH:24][CH:23]=1, predict the reaction product. The product is: [C:2]([C:7]1[N:12]=[C:11]([CH2:13][N:14]2[CH:18]=[CH:17][C:16]([NH:19][C:30](=[O:31])/[CH:29]=[CH:28]/[C:25]3[CH:24]=[CH:23][C:22]([C:21]([F:33])([F:34])[F:20])=[CH:27][CH:26]=3)=[N:15]2)[CH:10]=[CH:9][CH:8]=1)(=[O:6])[CH3:1]. (3) Given the reactants CO[C:3]1[CH:14]=[CH:13][C:6]2[CH2:7][CH2:8][CH2:9][CH2:10][C:11](=O)[C:5]=2[CH:4]=1.[CH2:15]([NH2:22])[C:16]1[CH:21]=[CH:20][CH:19]=[CH:18][CH:17]=1.[OH2:23].[C:24]1(C)C=CC(S(O)(=O)=O)=CC=1, predict the reaction product. The product is: [CH2:15]([NH:22][CH:8]1[CH2:9][CH2:10][CH2:11][C:5]2[C:4]([O:23][CH3:24])=[CH:3][CH:14]=[CH:13][C:6]=2[CH2:7]1)[C:16]1[CH:21]=[CH:20][CH:19]=[CH:18][CH:17]=1. (4) Given the reactants [NH2:1][C:2]1[CH:7]=[CH:6][C:5]([CH3:8])=[CH:4][C:3]=1[NH:9][CH:10]1[CH2:15][CH2:14][N:13]([C@H:16]2[CH2:21][CH2:20][C@@H:19]([O:22][CH2:23][CH3:24])[CH2:18][CH2:17]2)[CH2:12][CH2:11]1.C(N(C(C)C)CC)(C)C.[Cl:34][C:35]([O:38]C(=O)OC(Cl)(Cl)Cl)(Cl)Cl, predict the reaction product. The product is: [ClH:34].[CH2:23]([O:22][C@@H:19]1[CH2:20][CH2:21][C@H:16]([N:13]2[CH2:12][CH2:11][CH:10]([N:9]3[C:3]4[CH:4]=[C:5]([CH3:8])[CH:6]=[CH:7][C:2]=4[NH:1][C:35]3=[O:38])[CH2:15][CH2:14]2)[CH2:17][CH2:18]1)[CH3:24]. (5) Given the reactants [OH-].[Mg+2:2].[OH-].[C:4]([OH:11])(=[O:10])[CH2:5][CH2:6][C:7]([OH:9])=[O:8], predict the reaction product. The product is: [C:4]([O-:11])(=[O:10])[CH2:5][CH2:6][C:7]([O-:9])=[O:8].[Mg+2:2]. (6) Given the reactants C(C1C=C(C=CC=1)OC1OC=C(C(OCC)=O)N=1)(C)(C)C.[C:22]1([CH3:29])[C:27]([OH:28])=[CH:26][CH:25]=[CH:24][CH:23]=1.[Si:30]([O:37][CH2:38][CH2:39][NH:40][C:41]1[N:46]=[C:45]([O:47][CH3:48])[C:44]([NH:49][C:50]([C:52]2[N:53]=[C:54](Cl)[S:55][CH:56]=2)=[O:51])=[C:43]([O:58][CH3:59])[N:42]=1)([C:33]([CH3:36])([CH3:35])[CH3:34])([CH3:32])[CH3:31], predict the reaction product. The product is: [Si:30]([O:37][CH2:38][CH2:39][NH:40][C:41]1[N:42]=[C:43]([O:58][CH3:59])[C:44]([NH:49][C:50]([C:52]2[N:53]=[C:54]([O:28][C:27]3[CH:26]=[CH:25][CH:24]=[CH:23][C:22]=3[CH3:29])[S:55][CH:56]=2)=[O:51])=[C:45]([O:47][CH3:48])[N:46]=1)([C:33]([CH3:34])([CH3:35])[CH3:36])([CH3:31])[CH3:32].